From a dataset of Experimentally validated miRNA-target interactions with 360,000+ pairs, plus equal number of negative samples. Binary Classification. Given a miRNA mature sequence and a target amino acid sequence, predict their likelihood of interaction. (1) The miRNA is hsa-miR-4784 with sequence UGAGGAGAUGCUGGGACUGA. The protein sequence of the target gene is MSAATAPERGWKSEKVDEAQALARSCAARRPDFQPCDGLSICATHSHGKCFKLHWCCHLGWCHCKYVYQPMTPVEQLPSTEIPAKPREPTNTIQISVSLTEHFLKFASVFQPPLPPDSPRYCMISDLFIDNYQVKCINGKMCYVQKQQAPHSQKMSPEEVSAHDALISKESDTPKLGHCSSPSGSEDSGINAIGAHYVESCDEDTEEGAELSSEEDYSPESSWEPDECTLLSPSQSDLEVIETMETTV. Result: 0 (no interaction). (2) The miRNA is hsa-miR-8055 with sequence CUUUGAGCACAUGAGCAGACGGA. The protein sequence of the target gene is MNPVYSPGSSGVPYANAKGIGYPAGFPMGYAAAAPAYSPNMYPGANPTFQTGYTPGTPYKVSCSPTSGAVPPYSSSPNPYQTAVYPVRSAYPQQSPYAQQGTYYTQPLYAAPPHVIHHTTVVQPNGMPATVYPAPIPPPRGNGVTMGMVAGTTMAMSAGTLLTAHSPTPVAPHPVTVPTYRAPGTPTYSYVPPQW. Result: 1 (interaction). (3) The miRNA is hsa-miR-1204 with sequence UCGUGGCCUGGUCUCCAUUAU. The protein sequence of the target gene is MPYSVGFREADAATSFLRAARSGNLDKALDHLRNGVDINTCNQNGLNGLHLASKEGHVKMVVELLHKEIILETTTKKGNTALHIAALAGQDEVVRELVNYGANVNAQSQKGFTPLYMAAQENHLEVVKFLLENGANQNVATEDGFTPLAVALQQGHENVVAHLINYGTKGKVRLPALHIAARNDDTRTAAVLLQNDPNPDVLSKTGFTPLHIAAHYENLNVAQLLLNRGASVNFTPQNGITPLHIASRRGNVIMVRLLLDRGAQIETKTKDELTPLHCAARNGHVRISEILLDHGAPIQA.... Result: 1 (interaction). (4) The miRNA is hsa-miR-7847-3p with sequence CGUGGAGGACGAGGAGGAGGC. Result: 0 (no interaction). The protein sequence of the target gene is MSLGRGKYDFYIGLGLAMTSSIFIGGSFILKKKGLLRLARKGSMRAGQGGHAYLKEWLWWAGLLSMGAGEVANFAAYAFAPATLVTPLGALSVLVSAILSSYFLNERLNLHGKIGCLLSILGSTVMVIHAPKEEEIETLNEMSHKLGDPGFVVFATFVVIVALIFIFVVGPRHGQTNILVYITICSVIGAFSVSCVKGLGIAIKELLAGKPVLQHPLAWILLFSLVVCVSTQINYLNRALDIFNTSIVTPIYYVFFTTSVLTCSAILFKEWQDMPVDDVIGTLSGFFTIIVGIFLLHAFK.... (5) The miRNA is mmu-miR-155-5p with sequence UUAAUGCUAAUUGUGAUAGGGGU. The protein sequence of the target gene is MVWEVKTNQMPNAVQKLLLVMDKRAPGMSDSLELLQCNENLPSSPGYNSCDEHMELDDLPELQAVQSDPTQSAIYQLSSDVSHQEYPRSSWSQNTSDIPENTHREDEVDWLTELANIATSPQSPLMQCSFYNRSSPVHIIATSKSLHSYARPPPVSSSSKSGPAFPHDHWKEETPVRHERANSESESGIFCMSSLSDDDDLGWCNSWPSTIWHCFLKGTRLCFHKESNKEWQDVEDFARAASCDNEEEIQMGTHKGYGSDGLKLLSHEESVSFGESVLKLTFDPGTVEDGLLTVECKLDH.... Result: 1 (interaction).